This data is from Catalyst prediction with 721,799 reactions and 888 catalyst types from USPTO. The task is: Predict which catalyst facilitates the given reaction. Reactant: [N+:1]([C:4]1[CH:5]=[C:6]([OH:10])[CH:7]=[CH:8][CH:9]=1)([O-:3])=[O:2].Br[CH2:12][C:13]1[CH:18]=[CH:17][C:16]([C:19]2[CH:24]=[CH:23][CH:22]=[CH:21][CH:20]=2)=[CH:15][CH:14]=1.C(=O)([O-])[O-].[K+].[K+]. Product: [N+:1]([C:4]1[CH:5]=[C:6]([CH:7]=[CH:8][CH:9]=1)[O:10][CH2:12][C:13]1[CH:18]=[CH:17][C:16]([C:19]2[CH:20]=[CH:21][CH:22]=[CH:23][CH:24]=2)=[CH:15][CH:14]=1)([O-:3])=[O:2]. The catalyst class is: 21.